Dataset: Forward reaction prediction with 1.9M reactions from USPTO patents (1976-2016). Task: Predict the product of the given reaction. (1) Given the reactants C[O:2][C:3]([C:5]1[N:6]=[CH:7][S:8][C:9]=1[C:10]1[CH:15]=[CH:14][CH:13]=[C:12]([F:16])[CH:11]=1)=[O:4].[OH-].[Na+], predict the reaction product. The product is: [F:16][C:12]1[CH:11]=[C:10]([C:9]2[S:8][CH:7]=[N:6][C:5]=2[C:3]([OH:4])=[O:2])[CH:15]=[CH:14][CH:13]=1. (2) Given the reactants [CH3:1][N:2]([CH3:32])[C:3]([C:5]1[N:26]([CH:27]2[CH2:31][CH2:30][CH2:29][CH2:28]2)[C:8]2[N:9]=[C:10]([NH:13][C:14]3[CH:19]=[CH:18][C:17]([N:20]4[CH2:25][CH2:24][NH:23][CH2:22][CH2:21]4)=[CH:16][N:15]=3)[N:11]=[CH:12][C:7]=2[CH:6]=1)=[O:4].[C:33](OC(=O)C)(=[O:35])[CH3:34].C(#N)C, predict the reaction product. The product is: [CH3:1][N:2]([CH3:32])[C:3]([C:5]1[N:26]([CH:27]2[CH2:31][CH2:30][CH2:29][CH2:28]2)[C:8]2[N:9]=[C:10]([NH:13][C:14]3[CH:19]=[CH:18][C:17]([N:20]4[CH2:21][CH2:22][N:23]([C:33](=[O:35])[CH3:34])[CH2:24][CH2:25]4)=[CH:16][N:15]=3)[N:11]=[CH:12][C:7]=2[CH:6]=1)=[O:4]. (3) Given the reactants [O:1]1[CH:5]=[CH:4][N:3]=[C:2]1[C:6]1[CH:11]=[CH:10][C:9]([OH:12])=[CH:8][CH:7]=1.C([O-])([O-])=O.[K+].[K+].F[C:20]1[CH:27]=[CH:26][C:23]([CH:24]=[O:25])=[CH:22][CH:21]=1.C([O-])(O)=O.[Na+], predict the reaction product. The product is: [O:1]1[CH:5]=[CH:4][N:3]=[C:2]1[C:6]1[CH:11]=[CH:10][C:9]([O:12][C:20]2[CH:27]=[CH:26][C:23]([CH:24]=[O:25])=[CH:22][CH:21]=2)=[CH:8][CH:7]=1. (4) Given the reactants [O:1]=[C:2]1[NH:7][C:6]2[CH:8]=[C:9]([C:12](=[CH:15][C:16]3[CH:21]=[CH:20][CH:19]=[CH:18][CH:17]=3)[CH:13]=O)[CH:10]=[CH:11][C:5]=2[O:4][CH2:3]1.[C:22](=[S:25])([NH2:24])[CH3:23].Cl.C(O)C, predict the reaction product. The product is: [CH3:23][C:22]1[S:25][CH:15]([C:16]2[CH:21]=[CH:20][CH:19]=[CH:18][CH:17]=2)[C:12]([C:9]2[CH:10]=[CH:11][C:5]3[O:4][CH2:3][C:2](=[O:1])[NH:7][C:6]=3[CH:8]=2)=[CH:13][N:24]=1.